Task: Predict the reactants needed to synthesize the given product.. Dataset: Full USPTO retrosynthesis dataset with 1.9M reactions from patents (1976-2016) (1) Given the product [CH3:29][S:30]([NH:33][C:26]([C:15]1[N:16]2[CH2:25][CH2:24][S:23][C:18]3[CH:19]=[CH:20][CH:21]=[C:22]([C:14]=1[CH2:13][CH2:12][O:11][C:1]1[C:10]4[C:5](=[CH:6][CH:7]=[CH:8][CH:9]=4)[CH:4]=[CH:3][CH:2]=1)[C:17]2=3)=[O:27])(=[O:32])=[O:31], predict the reactants needed to synthesize it. The reactants are: [C:1]1([O:11][CH2:12][CH2:13][C:14]2[C:22]3[C:17]4=[C:18]([S:23][CH2:24][CH2:25][N:16]4[C:15]=2[C:26](O)=[O:27])[CH:19]=[CH:20][CH:21]=3)[C:10]2[C:5](=[CH:6][CH:7]=[CH:8][CH:9]=2)[CH:4]=[CH:3][CH:2]=1.[CH3:29][S:30]([NH2:33])(=[O:32])=[O:31].C1CN([P+](ON2N=NC3C=CC=CC2=3)(N2CCCC2)N2CCCC2)CC1.F[P-](F)(F)(F)(F)F.CCN(C(C)C)C(C)C. (2) Given the product [S:19]1[CH:20]=[CH:21][N:22]=[C:18]1[C:11]1[CH:12]=[CH:13][C:8]([CH:6]=[O:7])=[CH:9][CH:10]=1, predict the reactants needed to synthesize it. The reactants are: C([O-])(O)=O.[Na+].[CH:6]([C:8]1[CH:13]=[CH:12][C:11](B(O)O)=[CH:10][CH:9]=1)=[O:7].Br[C:18]1[S:19][CH:20]=[CH:21][N:22]=1.